From a dataset of Reaction yield outcomes from USPTO patents with 853,638 reactions. Predict the reaction yield, written as a fraction of the theoretical maximum amount of product (1.0 means a 100% yield; for example, 0.34 means a 34% yield). (1) The reactants are C[O:2][C:3](=[O:22])/[CH:4]=[CH:5]\[C:6]1[CH:17]=[CH:16][CH:15]=[C:14]([C:18]([F:21])([F:20])[F:19])[C:7]=1[C:8]([O:10][CH:11]([CH3:13])[CH3:12])=[O:9].O.[OH-].[Li+].C([O-])([O-])=O.[Na+].[Na+]. The yield is 0.920. The catalyst is C1COCC1.C([O-])(O)=O.[Na+]. The product is [CH:11]([O:10][C:8]([C:7]1[C:14]([C:18]([F:19])([F:21])[F:20])=[CH:15][CH:16]=[CH:17][C:6]=1/[CH:5]=[CH:4]\[C:3]([OH:22])=[O:2])=[O:9])([CH3:13])[CH3:12]. (2) The reactants are C[C:2]1(C)[O:7][C:6](=[O:8])[CH2:5][C:4](=[O:9])O1.N1C=CC=CC=1.[F:17][C:18]([F:24])([F:23])[CH2:19]C(Cl)=O. The catalyst is CN(C1C=CN=CC=1)C.ClCCl.CO. The product is [CH3:2][O:7][C:6](=[O:8])[CH2:5][C:4](=[O:9])[CH2:19][C:18]([F:24])([F:23])[F:17]. The yield is 0.460. (3) The reactants are [Cl:1][C:2]1[CH:9]=[CH:8][C:5]([CH:6]=O)=[CH:4][CH:3]=1.[CH2:10]([CH2:12][NH2:13])[OH:11].[BH4-].[Na+]. The catalyst is C(O)C.CO. The product is [Cl:1][C:2]1[CH:9]=[CH:8][C:5]([CH2:6][NH:13][CH2:12][CH2:10][OH:11])=[CH:4][CH:3]=1. The yield is 0.990. (4) The reactants are ClCCl.Cl[C:5]1[N:6]=[C:7]([CH3:25])[C:8]2[CH:13]=[CH:12][N:11]([C:14]3[CH:24]=[CH:23][C:17]([C:18]([O:20][CH2:21]C)=[O:19])=[CH:16][CH:15]=3)[C:9]=2[N:10]=1.C([Sn](CCCC)(CCCC)[C:31]1[S:32][C:33]([Cl:36])=[CH:34][CH:35]=1)CCC. The catalyst is CN(C=O)C. The product is [Cl:36][C:33]1[S:32][C:31]([C:5]2[N:6]=[C:7]([CH3:25])[C:8]3[CH:13]=[CH:12][N:11]([C:14]4[CH:15]=[CH:16][C:17]([C:18]([O:20][CH3:21])=[O:19])=[CH:23][CH:24]=4)[C:9]=3[N:10]=2)=[CH:35][CH:34]=1. The yield is 0.260.